From a dataset of Reaction yield outcomes from USPTO patents with 853,638 reactions. Predict the reaction yield, written as a fraction of the theoretical maximum amount of product (1.0 means a 100% yield; for example, 0.34 means a 34% yield). (1) The reactants are [C:1]1([CH2:7][O:8][C:9]2[CH:10]=[C:11]3[C:15](=[CH:16][CH:17]=2)[N:14]([S:18]([C:21]2[CH:26]=[CH:25][CH:24]=[CH:23][CH:22]=2)(=[O:20])=[O:19])[C:13]([CH:27]=[O:28])=[CH:12]3)[CH:6]=[CH:5][CH:4]=[CH:3][CH:2]=1.S(Cl)([Cl:32])(=O)=O. The catalyst is CC(O)=O.C(Cl)Cl. The product is [Cl:32][C:10]1[C:9]([O:8][CH2:7][C:1]2[CH:2]=[CH:3][CH:4]=[CH:5][CH:6]=2)=[CH:17][CH:16]=[C:15]2[C:11]=1[CH:12]=[C:13]([CH:27]=[O:28])[N:14]2[S:18]([C:21]1[CH:22]=[CH:23][CH:24]=[CH:25][CH:26]=1)(=[O:19])=[O:20]. The yield is 0.740. (2) The reactants are [OH-].[Na+].[CH2:3]([O:7][C:8]1[CH:17]=[CH:16][C:11]([C:12]([O:14]C)=[O:13])=[CH:10][CH:9]=1)[C:4]#[C:5][CH3:6].Cl. The catalyst is O1CCCC1.O.C(OCC)(=O)C. The product is [CH2:3]([O:7][C:8]1[CH:17]=[CH:16][C:11]([C:12]([OH:14])=[O:13])=[CH:10][CH:9]=1)[C:4]#[C:5][CH3:6]. The yield is 1.00.